This data is from Forward reaction prediction with 1.9M reactions from USPTO patents (1976-2016). The task is: Predict the product of the given reaction. (1) Given the reactants [C:1]([O:5][C:6]([NH:8][C@@H:9]([CH3:22])[CH2:10][O:11][C:12]1[CH:13]=[CH:14][C:15]([C:18]([O:20]C)=[O:19])=[N:16][CH:17]=1)=[O:7])([CH3:4])([CH3:3])[CH3:2].C1COCC1.[OH-].[Na+].Cl, predict the reaction product. The product is: [C:1]([O:5][C:6]([NH:8][C@@H:9]([CH3:22])[CH2:10][O:11][C:12]1[CH:13]=[CH:14][C:15]([C:18]([OH:20])=[O:19])=[N:16][CH:17]=1)=[O:7])([CH3:4])([CH3:2])[CH3:3]. (2) Given the reactants C([C:3]1[CH:10]=[CH:9]C(CN)=CC=1)#N.Br[C:12]1[S:13][C:14]([C:17]([NH:19][CH2:20][C:21]2[CH:26]=[CH:25][N:24]3[CH:27]=[CH:28][N:29]=[C:23]3[CH:22]=2)=[O:18])=[CH:15][N:16]=1.BrC1SC(C(NC2C=C[C:42]3[N:43]([CH:45]=[CH:46][N:47]=3)[CH:44]=2)=O)=CN=1, predict the reaction product. The product is: [N:29]1[CH:28]=[CH:27][N:24]2[CH:25]=[CH:26][C:21]([CH2:20][NH:19][C:17]([C:14]3[S:13][C:12]([N:47]4[CH2:42][CH2:44][N:43]([CH:10]([CH3:9])[CH3:3])[CH2:45][CH2:46]4)=[N:16][CH:15]=3)=[O:18])=[CH:22][C:23]=12. (3) The product is: [I:23][C:19]([C:13]1[CH:18]=[CH:17][CH:16]=[CH:15][CH:14]=1)=[CH:20][CH2:21][OH:22]. Given the reactants COCCO[AlH2-]OCCOC.[Na+].[C:13]1([C:19]#[C:20][CH2:21][OH:22])[CH:18]=[CH:17][CH:16]=[CH:15][CH:14]=1.[I:23]Cl.C(O)(=O)C(C(C(O)=O)O)O.[Na].[K], predict the reaction product. (4) Given the reactants [C:1]([C:5]1[CH:33]=[CH:32][C:8]([CH2:9][CH:10]2[N:14]([CH2:15][CH2:16][C:17]3[CH:22]=[CH:21][C:20]([O:23][CH3:24])=[CH:19][CH:18]=3)[C:13](=[O:25])[C:12]3([CH2:30][CH2:29][NH:28][CH2:27][CH2:26]3)[N:11]2[CH3:31])=[CH:7][CH:6]=1)([CH3:4])([CH3:3])[CH3:2].C[Si]([N:38]=[C:39]=[O:40])(C)C.C([O-])(O)=O.[Na+], predict the reaction product. The product is: [C:1]([C:5]1[CH:33]=[CH:32][C:8]([CH2:9][CH:10]2[N:14]([CH2:15][CH2:16][C:17]3[CH:22]=[CH:21][C:20]([O:23][CH3:24])=[CH:19][CH:18]=3)[C:13](=[O:25])[C:12]3([CH2:30][CH2:29][N:28]([C:39]([NH2:38])=[O:40])[CH2:27][CH2:26]3)[N:11]2[CH3:31])=[CH:7][CH:6]=1)([CH3:4])([CH3:2])[CH3:3]. (5) Given the reactants [Cl:1][C:2]1[C:11]2[C:6](=[CH:7][CH:8]=[C:9]([S:12](Cl)(=[O:14])=[O:13])[CH:10]=2)[C:5]([Cl:16])=[CH:4][N:3]=1.Cl.[C:18]([O:22][C:23](=[O:38])[C@H:24]([CH2:26][CH2:27][CH2:28][CH2:29][NH:30][C:31]([O:33][C:34]([CH3:37])([CH3:36])[CH3:35])=[O:32])[NH2:25])([CH3:21])([CH3:20])[CH3:19].C(N(CC)CC)C, predict the reaction product. The product is: [O:22]([CH:11]([CH3:2])[CH3:6])[CH:18]([CH3:20])[CH3:19].[C:18]([O:22][C:23](=[O:38])[C@H:24]([CH2:26][CH2:27][CH2:28][CH2:29][NH:30][C:31]([O:33][C:34]([CH3:37])([CH3:36])[CH3:35])=[O:32])[NH:25][S:12]([C:9]1[CH:10]=[C:11]2[C:6]([C:5]([Cl:16])=[CH:4][N:3]=[C:2]2[Cl:1])=[CH:7][CH:8]=1)(=[O:14])=[O:13])([CH3:21])([CH3:20])[CH3:19]. (6) The product is: [CH3:1][O:2][C:3]1[CH:8]=[CH:7][CH:6]=[CH:5][C:4]=1[C:9]1[N:13]=[C:12]([C:14]2[CH:19]=[CH:18][C:17]([N:20]3[CH2:25][CH2:24][O:23][CH2:22][CH2:21]3)=[C:16]([CH:15]=2)[NH2:26])[O:11][N:10]=1. Given the reactants [CH3:1][O:2][C:3]1[CH:8]=[CH:7][CH:6]=[CH:5][C:4]=1[C:9]1[N:13]=[C:12]([C:14]2[CH:19]=[CH:18][C:17]([N:20]3[CH2:25][CH2:24][O:23][CH2:22][CH2:21]3)=[C:16]([N+:26]([O-])=O)[CH:15]=2)[O:11][N:10]=1, predict the reaction product. (7) Given the reactants C([BH3-])#N.[Na+].[O:5]=[C:6]1[CH2:15][N:14]2[C:16]3[CH2:21][CH2:20][N:19]([C:22]([O:24][CH2:25][CH3:26])=[O:23])[CH2:18][C:17]=3[C:12]3[C:13]2=[C:8]([CH:9]=[CH:10][CH:11]=3)[NH:7]1.[OH-].[NH4+].[OH-].[Na+], predict the reaction product. The product is: [O:5]=[C:6]1[CH2:15][N:14]2[C@H:16]3[CH2:21][CH2:20][N:19]([C:22]([O:24][CH2:25][CH3:26])=[O:23])[CH2:18][C@H:17]3[C:12]3[C:13]2=[C:8]([CH:9]=[CH:10][CH:11]=3)[NH:7]1. (8) Given the reactants Cl[C:2]1[CH:11]=[CH:10][C:9]2[C:4](=[CH:5][CH:6]=[C:7]([Cl:24])[C:8]=2[NH:12][C:13](=[O:23])[CH2:14][C@@H:15]([CH3:22])[C:16]2[CH:21]=[CH:20][CH:19]=[CH:18][CH:17]=2)[N:3]=1.[NH:25]1[CH2:29][CH2:28][C@@H:27]([OH:30])[CH2:26]1, predict the reaction product. The product is: [Cl:24][C:7]1[C:8]([NH:12][C:13](=[O:23])[CH2:14][C@@H:15]([CH3:22])[C:16]2[CH:21]=[CH:20][CH:19]=[CH:18][CH:17]=2)=[C:9]2[C:4](=[CH:5][CH:6]=1)[N:3]=[C:2]([N:25]1[CH2:29][CH2:28][C@@H:27]([OH:30])[CH2:26]1)[CH:11]=[CH:10]2. (9) Given the reactants [CH3:1][O:2][C:3]1[CH:4]=[C:5]2[C:9](=[CH:10][CH:11]=1)[NH:8][CH:7]=[C:6]2[C:12]1[N:22](S(C2C=CC(C)=CC=2)(=O)=O)[C:15]2[N:16]=[CH:17][CH:18]=[C:19]([C:20]#[N:21])[C:14]=2[CH:13]=1.[OH-:33].[Na+].OO, predict the reaction product. The product is: [CH3:1][O:2][C:3]1[CH:4]=[C:5]2[C:9](=[CH:10][CH:11]=1)[NH:8][CH:7]=[C:6]2[C:12]1[NH:22][C:15]2[N:16]=[CH:17][CH:18]=[C:19]([C:20]([NH2:21])=[O:33])[C:14]=2[CH:13]=1. (10) Given the reactants [CH2:1]([C@@H:8]1[CH2:13][N:12]([CH2:14][C:15]2[CH:20]=[CH:19][CH:18]=[CH:17][CH:16]=2)[CH2:11][CH2:10][N:9]1[C:21]([C:23]1[CH:27]=[CH:26][NH:25][C:24]=1[C:28]1[CH:33]=[CH:32][CH:31]=[CH:30][CH:29]=1)=[O:22])[C:2]1[CH:7]=[CH:6][CH:5]=[CH:4][CH:3]=1.Br[CH2:35][C:36]([O:38][C:39]([CH3:42])([CH3:41])[CH3:40])=[O:37].[H-].[Na+].C(=O)(O)[O-].[Na+], predict the reaction product. The product is: [CH2:1]([C@@H:8]1[CH2:13][N:12]([CH2:14][C:15]2[CH:20]=[CH:19][CH:18]=[CH:17][CH:16]=2)[CH2:11][CH2:10][N:9]1[C:21]([C:23]1[CH:27]=[CH:26][N:25]([CH2:35][C:36]([O:38][C:39]([CH3:42])([CH3:41])[CH3:40])=[O:37])[C:24]=1[C:28]1[CH:33]=[CH:32][CH:31]=[CH:30][CH:29]=1)=[O:22])[C:2]1[CH:7]=[CH:6][CH:5]=[CH:4][CH:3]=1.